From a dataset of Forward reaction prediction with 1.9M reactions from USPTO patents (1976-2016). Predict the product of the given reaction. (1) Given the reactants [F:1][C:2]1[CH:7]=[CH:6][C:5]([C@@H:8]2[CH2:12][N:11]([S:13]([C:16]3[N:17]=[CH:18][N:19]([CH3:21])[CH:20]=3)(=[O:15])=[O:14])[CH2:10][C@H:9]2[CH2:22][OH:23])=[CH:4][CH:3]=1.[C:24]1(O)[CH:29]=[CH:28][CH:27]=[CH:26][CH:25]=1.C1(P(C2C=CC=CC=2)C2C=CC=CC=2)C=CC=CC=1, predict the reaction product. The product is: [F:1][C:2]1[CH:7]=[CH:6][C:5]([C@H:8]2[C@H:9]([CH2:22][O:23][C:24]3[CH:29]=[CH:28][CH:27]=[CH:26][CH:25]=3)[CH2:10][N:11]([S:13]([C:16]3[N:17]=[CH:18][N:19]([CH3:21])[CH:20]=3)(=[O:14])=[O:15])[CH2:12]2)=[CH:4][CH:3]=1. (2) Given the reactants [F:1][C:2]([F:48])([F:47])[C:3]1[CH:4]=[C:5]([CH:40]=[C:41]([C:43]([F:46])([F:45])[F:44])[CH:42]=1)[CH2:6][N:7]([CH2:21][C:22]1[C:23]([N:32]([CH2:36][CH:37]2[CH2:39][CH2:38]2)[CH2:33][CH2:34][CH3:35])=[N:24][C:25]2[C:30]([CH:31]=1)=[CH:29][CH:28]=[CH:27][CH:26]=2)[C:8]1[N:9]=[N:10][N:11]([C:13]([CH3:20])([CH3:19])[C:14]([O:16]CC)=[O:15])[N:12]=1.O.[OH-].[Li+].C(OCC)C.Cl, predict the reaction product. The product is: [F:45][C:43]([F:44])([F:46])[C:41]1[CH:40]=[C:5]([CH:4]=[C:3]([C:2]([F:48])([F:47])[F:1])[CH:42]=1)[CH2:6][N:7]([CH2:21][C:22]1[C:23]([N:32]([CH2:36][CH:37]2[CH2:38][CH2:39]2)[CH2:33][CH2:34][CH3:35])=[N:24][C:25]2[C:30]([CH:31]=1)=[CH:29][CH:28]=[CH:27][CH:26]=2)[C:8]1[N:9]=[N:10][N:11]([C:13]([CH3:19])([CH3:20])[C:14]([OH:16])=[O:15])[N:12]=1. (3) The product is: [S:11]1[CH:15]=[C:14]([CH2:16][CH2:17][NH2:18])[C:13]2[CH:19]=[CH:20][CH:21]=[CH:22][C:12]1=2. Given the reactants [H-].[Al+3].[Li+].[H-].[H-].[H-].[Cl-].[Al+3].[Cl-].[Cl-].[S:11]1[CH:15]=[C:14]([CH2:16][C:17]#[N:18])[C:13]2[CH:19]=[CH:20][CH:21]=[CH:22][C:12]1=2.C(C(C(C([O-])=O)O)O)([O-])=O.[Na+].[K+], predict the reaction product. (4) Given the reactants Br[C:2]1[S:6][CH:5]=[C:4]([C:7]2([NH:10][C:11](=[O:21])[O:12][CH:13]3[CH:18]4[CH2:19][CH2:20][N:15]([CH2:16][CH2:17]4)[CH2:14]3)[CH2:9][CH2:8]2)[CH:3]=1.[F:22][C:23]1[CH:28]=[CH:27][C:26](B(O)O)=[CH:25][CH:24]=1.C1(P(C2CCCCC2)C2CCCCC2)CCCCC1.P([O-])([O-])([O-])=O.[K+].[K+].[K+], predict the reaction product. The product is: [F:22][C:23]1[CH:28]=[CH:27][C:26]([C:2]2[S:6][CH:5]=[C:4]([C:7]([NH:10][C:11](=[O:21])[O:12][CH:13]3[CH:18]4[CH2:17][CH2:16][N:15]([CH2:20][CH2:19]4)[CH2:14]3)([CH3:9])[CH3:8])[CH:3]=2)=[CH:25][CH:24]=1. (5) Given the reactants [CH3:1][C:2]1[C:25]([CH3:26])=[CH:24][C:5]2[N:6](COCC[Si](C)(C)C)[C:7]([C:9]3[CH:13]=[C:12]([S:14][CH3:15])[NH:11][N:10]=3)=[N:8][C:4]=2[CH:3]=1.Cl.C(=O)(O)[O-].[Na+], predict the reaction product. The product is: [CH3:26][C:25]1[C:2]([CH3:1])=[CH:3][C:4]2[NH:8][C:7]([C:9]3[CH:13]=[C:12]([S:14][CH3:15])[NH:11][N:10]=3)=[N:6][C:5]=2[CH:24]=1.